This data is from Forward reaction prediction with 1.9M reactions from USPTO patents (1976-2016). The task is: Predict the product of the given reaction. (1) Given the reactants [Br:1][C:2]1[C:3](Cl)=[N:4][C:5]([Cl:8])=[N:6][CH:7]=1.[CH:10]1([NH2:15])[CH2:14][CH2:13][CH2:12][CH2:11]1.CCN(C(C)C)C(C)C, predict the reaction product. The product is: [Br:1][C:2]1[C:3]([NH:15][CH:10]2[CH2:14][CH2:13][CH2:12][CH2:11]2)=[N:4][C:5]([Cl:8])=[N:6][CH:7]=1. (2) Given the reactants C([N:8]1[CH2:13][CH2:12][CH:11]([O:14][C:15]2[CH:23]=[CH:22][C:18]([C:19]([OH:21])=[O:20])=[CH:17][CH:16]=2)[CH2:10][CH2:9]1)C1C=CC=CC=1.[H][H].[OH-].[Na+], predict the reaction product. The product is: [NH:8]1[CH2:9][CH2:10][CH:11]([O:14][C:15]2[CH:23]=[CH:22][C:18]([C:19]([OH:21])=[O:20])=[CH:17][CH:16]=2)[CH2:12][CH2:13]1. (3) Given the reactants [F:1][C:2]1[CH:3]=[C:4]2[C:9](=[CH:10][CH:11]=1)[N:8]=[CH:7][CH:6]=[C:5]2[N:12]1[CH2:17][CH2:16][C:15]([CH2:19][C:20]([OH:22])=O)([CH3:18])[CH2:14][CH2:13]1.C1CN([P+](ON2N=[N:47][C:42]3[CH:43]=[CH:44][CH:45]=[CH:46][C:41]2=3)(N2CCCC2)N2CCCC2)CC1.F[P-](F)(F)(F)(F)F.[CH3:56]CN(C(C)C)C(C)C, predict the reaction product. The product is: [F:1][C:2]1[CH:3]=[C:4]2[C:9](=[CH:10][CH:11]=1)[N:8]=[CH:7][CH:6]=[C:5]2[N:12]1[CH2:13][CH2:14][C:15]([CH2:19][C:20]([NH:47][C:42]2([CH3:56])[CH2:41][CH2:46][CH2:45][CH2:44][CH2:43]2)=[O:22])([CH3:18])[CH2:16][CH2:17]1. (4) Given the reactants C(OC([NH:8][CH2:9][C@H:10]1[CH2:15][CH2:14][C@H:13]([C:16]([NH:18][C@H:19]([C:51](=[O:64])[NH:52][C:53]2[CH:58]=[CH:57][C:56]([C:59]3[N:60]=[N:61][NH:62][N:63]=3)=[CH:55][CH:54]=2)[CH2:20][C:21]2[CH:26]=[CH:25][C:24]([C:27]3[CH:32]=[C:31]([F:33])[C:30]([C:34]([NH:36][CH:37]4[CH2:42][CH2:41][N:40]([C:43](OC(C)(C)C)=O)[CH2:39][CH2:38]4)=[O:35])=[C:29]([F:50])[CH:28]=3)=[CH:23][CH:22]=2)=[O:17])[CH2:12][CH2:11]1)=O)(C)(C)C.[ClH:65], predict the reaction product. The product is: [ClH:65].[NH2:8][CH2:9][C@H:10]1[CH2:15][CH2:14][C@H:13]([C:16]([NH:18][C@H:19]([C:51](=[O:64])[NH:52][C:53]2[CH:58]=[CH:57][C:56]([C:59]3[N:60]=[N:61][NH:62][N:63]=3)=[CH:55][CH:54]=2)[CH2:20][C:21]2[CH:22]=[CH:23][C:24]([C:27]3[CH:32]=[C:31]([F:33])[C:30]([C:34]([NH:36][CH:37]4[CH2:38][CH2:39][N:40]([CH3:43])[CH2:41][CH2:42]4)=[O:35])=[C:29]([F:50])[CH:28]=3)=[CH:25][CH:26]=2)=[O:17])[CH2:12][CH2:11]1. (5) Given the reactants [F:1][C:2]1[CH:3]=[C:4]([CH:33]=[C:34]([F:36])[CH:35]=1)[CH2:5][NH:6][C:7]([C:9]1[C:17]2[C:12](=[CH:13][C:14]([C:18]([O:20]CC)=[O:19])=[CH:15][CH:16]=2)[N:11]([CH2:23][C:24]2[CH:29]=[CH:28][CH:27]=[CH:26][N:25]=2)[C:10]=1[CH:30]([CH3:32])[CH3:31])=[O:8].[OH-].[Na+].O, predict the reaction product. The product is: [F:1][C:2]1[CH:3]=[C:4]([CH:33]=[C:34]([F:36])[CH:35]=1)[CH2:5][NH:6][C:7]([C:9]1[C:17]2[C:12](=[CH:13][C:14]([C:18]([OH:20])=[O:19])=[CH:15][CH:16]=2)[N:11]([CH2:23][C:24]2[CH:29]=[CH:28][CH:27]=[CH:26][N:25]=2)[C:10]=1[CH:30]([CH3:32])[CH3:31])=[O:8]. (6) Given the reactants Cl[C:2]1[CH:7]=[C:6]([CH:8]([S:17][C:18]2[CH:23]=[CH:22][C:21]([Cl:24])=[CH:20][CH:19]=2)[C:9]2[CH:14]=[C:13]([F:15])[CH:12]=[CH:11][C:10]=2[F:16])[C:5]([Cl:25])=[CH:4][N:3]=1.[N:26]1[CH:31]=[CH:30][CH:29]=[CH:28][C:27]=1[CH2:32][CH2:33][NH2:34], predict the reaction product. The product is: [Cl:25][C:5]1[C:6]([CH:8]([S:17][C:18]2[CH:19]=[CH:20][C:21]([Cl:24])=[CH:22][CH:23]=2)[C:9]2[CH:14]=[C:13]([F:15])[CH:12]=[CH:11][C:10]=2[F:16])=[CH:7][C:2]([NH:34][CH2:33][CH2:32][C:27]2[CH:28]=[CH:29][CH:30]=[CH:31][N:26]=2)=[N:3][CH:4]=1. (7) Given the reactants [CH3:1][C:2]1[N:10]([S:11]([C:14]2[CH:19]=[CH:18][CH:17]=[CH:16][CH:15]=2)(=[O:13])=[O:12])[C:9]2[C:4](=[N:5][C:6]([N:20](C(OC(C)(C)C)=O)[NH:21][C:22](OC(C)(C)C)=O)=[CH:7][CH:8]=2)[CH:3]=1.[C:36](O)(=O)C, predict the reaction product. The product is: [CH3:36][C:22]1[N:5]2[C:4]3[CH:3]=[C:2]([CH3:1])[N:10]([S:11]([C:14]4[CH:15]=[CH:16][CH:17]=[CH:18][CH:19]=4)(=[O:12])=[O:13])[C:9]=3[CH:8]=[CH:7][C:6]2=[N:20][N:21]=1.